This data is from Full USPTO retrosynthesis dataset with 1.9M reactions from patents (1976-2016). The task is: Predict the reactants needed to synthesize the given product. (1) Given the product [CH3:1][O:2][C:3]1[CH:8]=[C:7]([NH2:9])[CH:6]=[N:5][C:4]=1[N:12]1[CH2:13][CH2:14][CH2:15][CH2:16]1, predict the reactants needed to synthesize it. The reactants are: [CH3:1][O:2][C:3]1[C:4]([N:12]2[CH2:16][CH2:15][CH2:14][CH2:13]2)=[N:5][CH:6]=[C:7]([N+:9]([O-])=O)[CH:8]=1. (2) Given the product [CH2:1]([O:8][C:9]([N:11]1[CH2:16][C@H:15]([C:17]2[N:21]3[CH:22]=[CH:23][N:24]=[C:25]([Cl:26])[C:20]3=[CH:19][N:18]=2)[CH2:14][CH2:13][C@H:12]1[CH2:28][O:29][CH3:30])=[O:10])[C:2]1[CH:7]=[CH:6][CH:5]=[CH:4][CH:3]=1, predict the reactants needed to synthesize it. The reactants are: [CH2:1]([O:8][C:9]([N:11]1[CH2:16][C@@H:15]([C:17](=O)[NH:18][CH2:19][C:20]2[C:25]([Cl:26])=[N:24][CH:23]=[CH:22][N:21]=2)[CH2:14][CH2:13][C@@H:12]1[CH2:28][O:29][CH3:30])=[O:10])[C:2]1[CH:7]=[CH:6][CH:5]=[CH:4][CH:3]=1.O=P(Cl)(Cl)Cl.C([O-])(O)=O.[Na+]. (3) Given the product [Cl:1][C:2]1[CH:7]=[CH:6][C:5]([S:8]([N:11]([C:12]2([CH2:18][OH:19])[CH2:17][CH2:16][CH2:15][CH2:14][CH2:13]2)[CH2:27][C:28]2[CH:29]=[CH:30][C:31]([C:34]3[O:35][CH:36]=[CH:37][N:38]=3)=[CH:32][CH:33]=2)(=[O:9])=[O:10])=[CH:4][CH:3]=1, predict the reactants needed to synthesize it. The reactants are: [Cl:1][C:2]1[CH:7]=[CH:6][C:5]([S:8]([NH:11][C:12]2([CH2:18][OH:19])[CH2:17][CH2:16][CH2:15][CH2:14][CH2:13]2)(=[O:10])=[O:9])=[CH:4][CH:3]=1.C(=O)([O-])[O-].[Cs+].[Cs+].Br[CH2:27][C:28]1[CH:33]=[CH:32][C:31]([C:34]2[O:35][CH:36]=[CH:37][N:38]=2)=[CH:30][CH:29]=1.BrC1C=CC(CN(C2(CO)CCCCC2)S(C2C=CC(Cl)=CC=2)(=O)=O)=CC=1.